From a dataset of Drug-target binding data from BindingDB using Kd measurements. Regression. Given a target protein amino acid sequence and a drug SMILES string, predict the binding affinity score between them. We predict pKd (pKd = -log10(Kd in M); higher means stronger binding). Dataset: bindingdb_kd. (1) The compound is CC1(C)COC(c2ccc3nc(N)ccc3c2)OC1. The target protein (Q8CFK4) has sequence MNFNTILEEILIKRSQQKKKTSPLNYKERLFVLTKSVLSYYEGRAEKKYRKGVIDISKIKCVEIVKNDDGVIPCQNKFPFQVVHDANTLYIFAPSPQSRDRWVKKLKEEIKNNNNIMIKYHPKFWADGSYQCCRQTEKLAPGCEKYNLFESSIRKTLPPAPEIKKRRPPPPIPPEEENTEEIVVAMYDFQATEAHDLRLERGQEYIILEKNDLHWWRARDKYGWYCRNTNRSKAEQLLRTEDKEGGFMVRDSSQPGLYTVSLYTKFGGEGSSGFRHYHIKETATSPKKYYLAEKHAFGSIPEIIEYHKHNAAGLVTRLRYPVSTKGKNAPTTAGFSYDKWEINPSELTFMRELGSGLFGVVRLGKWRAQYKVAIKAIREGAMCEEDFIEEAKVMMKLTHPKLVQLYGVCTQQKPIYIVTEFMERGCLLNFLRQRQGHFSRDMLLSMCQDVCEGMEYLERNSFIHRDLAARNCLVNEAGVVKVSDFGMARYVLDDQYTSSS.... The pKd is 4.7. (2) The drug is CC[C@H](C)[C@H](NC(=O)[C@H](Cc1cnc[nH]1)NC(=O)[C@H](CCSC)NC(=O)[C@H](CCCNC(=N)N)NC(=O)[C@H](CO)NC(=O)CNC(=O)[C@H](Cc1ccccc1)NC(=O)[C@H](CCCCN)NC(=O)[C@H](CO)NC(=O)[C@H](Cc1ccccc1)NC(=O)[C@H](CC(C)C)NC(=O)[C@@H]1CCCN1C(=O)[C@H](CC(C)C)NC(=O)[C@H](Cc1ccccc1)NC(=O)[C@H](CCC(=O)O)NC(=O)[C@H](C)NC(=O)[C@H](Cc1ccccc1)NC(=O)[C@@H](N)C(C)C)C(=O)N[C@@H](CC(C)C)C(=O)N[C@@H](CCCCN)C(=O)O. The target protein sequence is MRKLYCVLLLSAFEFTYMINFGRGQNYWEHPYQNSDVYRPINEHREHPKEYEYPLHQEHTYQQEDSGEDENTLQHAYPIDHEGAEPAPQEQNLFSSIEIVERSNYMGNPWTEYMAKYDIEEVHGSGIRVDLGEDAEVAGTQYRLPSGKCPVFGKGIIIENSNTTFLTPVATGNQYLKDGGFAFPPTEPLMSPMTLDEMRHFYKDNKYVKNLDELTLCSRHAGNMIPDNDKNSNYKYPAVYDDKDKKCHILYIAAQENNGPRYCNKDESKRNSMFCFRPAKDISFQNYTYLSKNVVDNWEKVCPRKNLQNAKFGLWVDGNCEDIPHVNEFPAIDLFECNKLVFELSASDQPKQYEQHLTDYEKIKEGFKNKNASMIKSAFLPTGAFKADRYKSHGKGYNWGNYNTETQKCEIFNVKPTCLINNSSYIATTALSHPIEVENNFPCSLYKDEIMKEIERESKRIKLNDNDDEGNKKIIAPRIFISDDKDSLKCPCDPEMVSNS.... The pKd is 7.3. (3) The small molecule is NS(=O)(=O)c1ccc(C(=O)NCc2c(F)cccc2F)cc1. The target protein sequence is SHHWGYGKHNGPEHWHKDFPIAKGERQSPVDIDTHTAKYDPSLKPLSVSYDQATSLRILNNGHAFNVEFDDSQDKAVLKGGPLDGTYRLIQFHFHWGSLDGQGSEHTVDKKKYAAELHLVHWNTKYGDVGKAVQQPDGLAVLGIFLKVGSAKPGLQKVVDVLDSIKTKGKSADFTNFDPRGLLPESLDYWTYPGSLTTPPLLECVTWIVLKEPISVSSEQVLKFRKLNFNGEGEPEELMVDNWRPAQPLKNRQIKASFK. The pKd is 8.4. (4) The small molecule is Cc1cc(Nc2cc(N3CCN(C)CC3)nc(Sc3ccc(NC(=O)C4CC4)cc3)n2)[nH]n1. The target protein sequence is HHSTVADGLITTLHYPAPKRNKPTVYGVSPNYDKWEMERTDITMKHKLGGGQYGEVYEGVWKKYSLTVAVKTLKEDTMEVEEFLKEAAVMKEIKHPNLVQLLGVCTREPPFYIITEFMTYGNLLDYLRECNRQEVNAVVLLYMATQISSAMEYLEKKNFIHRDLAARNCLVGENHLVKVADFGLSRLMTGDTYTAPAGAKFPIKWTAPESLAYNKFSIKSDVWAFGVLLWEIATYGMSPYPGIDLSQVYELLEKDYRMERPEGCPEKVYELMRACWQWNPSDRPSFAEIHQAFETMFQES. The pKd is 8.2. (5) The drug is Oc1cc(Cl)cc(Cl)c1. The target protein (P42535) has sequence MSTYPINAPGQSADAAVLIVGGGPTGLIAANELLRRGVSCRMIDRLPVAHQTSKSCTIHARSMEMMEHIGIAARYIETGVRSNGFTFNFENTDANALLDFSVLPGRYPFITIYNQNETERVLRHDLEATYSFQPEWGTQLLALNQDENGIRADLRLKDGTKQTISPRWVIGADGVRSRVRECLGIAYEGEDYEENVLQMMDVGIQDFEAGDDWIHYFIGQDKFVFVTKLPGSNYRVIISDLGGANKSNLEETREAFQGYLSSFDDHATLDEPRWATKWRVWKRMATAYRKGNVFLAGDAAHCHSPSGGSGMNVGMQDAFNLGWKIAMVERGEAKPDLLDTYHTERTPVAQQLLEGTHAMHEIIMGHGKGLTDRIELTQAPGWHDAATYRVSGMSYNYRDQLVSFNDDRLAGPSAGDRIPDAELAPRIRLFDLVRNTRPTLLVAPATEAEVAEAEKLRDLIREQWPLVKPVLVRPQGSEESIEGDVHVDSYGQLKREWGDN.... The pKd is 3.3. (6) The pKd is 5.7. The compound is OCC1O[C@@H](S[C@@H]2OC(CO)[C@H](O)C(n3cc(-c4cccc(F)c4)nn3)C2O)C(O)C(n2cc(-c3cccc(F)c3)nn2)[C@H]1O. The target protein sequence is MASGLVASNLNLKPGECLRVRGEVAPDAKSFVLNLGKDSNNLCLHFNPRFNAHGDANTIVCNSKDGGAWGTEQREAVFPFQPGSVAEVCITFDQANLTVKLPDGYEFKFPNRLNLEAINYMAADGDFKIKCVAFD.